Dataset: Catalyst prediction with 721,799 reactions and 888 catalyst types from USPTO. Task: Predict which catalyst facilitates the given reaction. Reactant: [Br:1][C:2]1[CH:3]=[C:4]([C@@H:7]2[CH2:9][C@H:8]2[C:10]([O:12]CC)=[O:11])[S:5][CH:6]=1.[OH-].[Na+].Cl. Product: [Br:1][C:2]1[CH:3]=[C:4]([C@@H:7]2[CH2:9][C@H:8]2[C:10]([OH:12])=[O:11])[S:5][CH:6]=1. The catalyst class is: 219.